From a dataset of Peptide-MHC class I binding affinity with 185,985 pairs from IEDB/IMGT. Regression. Given a peptide amino acid sequence and an MHC pseudo amino acid sequence, predict their binding affinity value. This is MHC class I binding data. (1) The MHC is HLA-B18:01 with pseudo-sequence HLA-B18:01. The binding affinity (normalized) is 0.0847. The peptide sequence is MHGHGKHIL. (2) The peptide sequence is IPIPSSWA. The MHC is H-2-Ld with pseudo-sequence H-2-Ld. The binding affinity (normalized) is 0.223. (3) The peptide sequence is GTSRNKRGVFV. The MHC is Mamu-A02 with pseudo-sequence Mamu-A02. The binding affinity (normalized) is 0.635. (4) The peptide sequence is YQAYSSWMY. The MHC is HLA-A01:01 with pseudo-sequence HLA-A01:01. The binding affinity (normalized) is 0.252.